Dataset: Reaction yield outcomes from USPTO patents with 853,638 reactions. Task: Predict the reaction yield, written as a fraction of the theoretical maximum amount of product (1.0 means a 100% yield; for example, 0.34 means a 34% yield). (1) The reactants are [F:1][C:2]1[CH:7]=[CH:6][C:5]([NH:8][C:9]([C:11]2([C:14]([NH:16][C:17]3[CH:22]=[CH:21][C:20]([O:23][C:24]4[C:33]5[C:28](=[CH:29][C:30]([O:36]CC6C=CC=CC=6)=[C:31]([O:34][CH3:35])[CH:32]=5)[N:27]=[CH:26][N:25]=4)=[C:19]([F:44])[CH:18]=3)=[O:15])[CH2:13][CH2:12]2)=[O:10])=[CH:4][CH:3]=1.C(O)(=O)C.ClCCl.CO. The catalyst is [H][H].[Pd]. The product is [F:1][C:2]1[CH:3]=[CH:4][C:5]([NH:8][C:9]([C:11]2([C:14]([NH:16][C:17]3[CH:22]=[CH:21][C:20]([O:23][C:24]4[C:33]5[C:28](=[CH:29][C:30]([OH:36])=[C:31]([O:34][CH3:35])[CH:32]=5)[N:27]=[CH:26][N:25]=4)=[C:19]([F:44])[CH:18]=3)=[O:15])[CH2:13][CH2:12]2)=[O:10])=[CH:6][CH:7]=1. The yield is 0.950. (2) The reactants are [NH2:1][CH2:2][CH2:3][NH:4][C@@H:5]([C@@H:13]([CH3:16])[CH2:14][CH3:15])[C:6]([O:8][C:9]([CH3:12])([CH3:11])[CH3:10])=[O:7].[CH3:17][C:18]1[N:25]=[CH:24][CH:23]=[CH:22][C:19]=1[CH:20]=O.[O-]S([O-])(=O)=O.[Mg+2].[BH4-].[Na+].[N+](C1C=C[C:40]([O:43]C(=O)OC2C=CC([N+]([O-])=O)=CC=2)=CC=1)([O-])=O. The catalyst is ClCCl.CO.ClCCCl. The product is [CH3:16][C@@H:13]([CH2:14][CH3:15])[C@H:5]([N:4]1[CH2:3][CH2:2][N:1]([CH2:20][C:19]2[C:18]([CH3:17])=[N:25][CH:24]=[CH:23][CH:22]=2)[C:40]1=[O:43])[C:6]([O:8][C:9]([CH3:10])([CH3:11])[CH3:12])=[O:7]. The yield is 0.600. (3) The reactants are [CH:1]([C:4]1[N:5]=[C:6]([NH2:9])[S:7][CH:8]=1)([CH3:3])[CH3:2].[CH:10]1[N:14]=[CH:13][N:12]([C:15](N2C=NC=C2)=[S:16])[CH:11]=1. The catalyst is C(#N)C. The product is [CH:1]([C:4]1[N:5]=[C:6]([NH:9][C:15]([N:12]2[CH:11]=[CH:10][N:14]=[CH:13]2)=[S:16])[S:7][CH:8]=1)([CH3:3])[CH3:2]. The yield is 0.553. (4) The reactants are [CH:1]1([C:7]2[C:8]3[S:20][C:19]([C:21]([O:23][CH3:24])=[O:22])=[CH:18][C:9]=3[NH:10][C:11]=2[C:12]2[CH:17]=[CH:16][CH:15]=[CH:14][CH:13]=2)[CH2:6][CH2:5][CH2:4][CH2:3][CH2:2]1.[H-].[Na+].[CH3:27][O:28][CH2:29]Cl. The catalyst is CN(C=O)C. The product is [CH:1]1([C:7]2[C:8]3[S:20][C:19]([C:21]([O:23][CH3:24])=[O:22])=[CH:18][C:9]=3[N:10]([CH2:27][O:28][CH3:29])[C:11]=2[C:12]2[CH:13]=[CH:14][CH:15]=[CH:16][CH:17]=2)[CH2:2][CH2:3][CH2:4][CH2:5][CH2:6]1. The yield is 0.920. (5) The reactants are [Cl:1][C:2]1[CH:8]=[C:7](I)[CH:6]=[CH:5][C:3]=1[NH2:4].[CH3:10][PH:11](=[O:13])[CH3:12].P([O-])([O-])([O-])=O.[K+].[K+].[K+]. The catalyst is CN(C=O)C.C([O-])(=O)C.[Pd+2].C([O-])(=O)C.CC1(C)C2C(=C(P(C3C=CC=CC=3)C3C=CC=CC=3)C=CC=2)OC2C(P(C3C=CC=CC=3)C3C=CC=CC=3)=CC=CC1=2. The product is [Cl:1][C:2]1[CH:8]=[C:7]([P:11]([CH3:12])([CH3:10])=[O:13])[CH:6]=[CH:5][C:3]=1[NH2:4]. The yield is 0.830. (6) The reactants are [F:1][C:2]1[C:3]([O:23]C)=[CH:4][C:5]([CH2:18][C:19]([F:22])([F:21])[F:20])=[C:6]([C:8]2[N:13]=[CH:12][C:11]3[C:14]([I:17])=[N:15][NH:16][C:10]=3[CH:9]=2)[CH:7]=1.B(Br)(Br)Br. The catalyst is C(Cl)Cl. The product is [F:1][C:2]1[CH:7]=[C:6]([C:8]2[N:13]=[CH:12][C:11]3[C:14]([I:17])=[N:15][NH:16][C:10]=3[CH:9]=2)[C:5]([CH2:18][C:19]([F:21])([F:20])[F:22])=[CH:4][C:3]=1[OH:23]. The yield is 0.970. (7) The reactants are [C:1]([C:5]1[O:9][N:8]=[C:7]([NH:10][C:11]([NH:13][C:14]2[CH:19]=[CH:18][CH:17]=[C:16]([S:20][C:21]3[C:30]4[C:25](=[CH:26][C:27]([O:35][CH3:36])=[C:28]([O:31][CH2:32][CH2:33]Cl)[CH:29]=4)[N:24]=[CH:23][N:22]=3)[CH:15]=2)=[O:12])[CH:6]=1)([CH3:4])([CH3:3])[CH3:2].[NH:37]1[CH2:42][CH2:41][CH:40]([CH2:43][OH:44])[CH2:39][CH2:38]1. No catalyst specified. The yield is 0.120. The product is [C:1]([C:5]1[O:9][N:8]=[C:7]([NH:10][C:11]([NH:13][C:14]2[CH:19]=[CH:18][CH:17]=[C:16]([S:20][C:21]3[C:30]4[C:25](=[CH:26][C:27]([O:35][CH3:36])=[C:28]([O:31][CH2:32][CH2:33][N:37]5[CH2:42][CH2:41][CH:40]([CH2:43][OH:44])[CH2:39][CH2:38]5)[CH:29]=4)[N:24]=[CH:23][N:22]=3)[CH:15]=2)=[O:12])[CH:6]=1)([CH3:4])([CH3:3])[CH3:2].